Dataset: Forward reaction prediction with 1.9M reactions from USPTO patents (1976-2016). Task: Predict the product of the given reaction. (1) Given the reactants Br[CH2:2]/[CH:3]=[CH:4]/[C:5]([NH:7][C:8]1[CH:9]=[C:10]2[C:15](=[CH:16][C:17]=1[O:18][CH2:19][CH3:20])[N:14]=[CH:13][N:12]=[C:11]2[NH:21][C:22]1[CH:27]=[CH:26][C:25]([O:28][CH2:29][C:30]2[CH:35]=[CH:34][CH:33]=[CH:32][N:31]=2)=[C:24]([Cl:36])[CH:23]=1)=[O:6].CCN(C(C)C)C(C)C.[O:46]1[C@H:51]2[CH2:52][NH:53][CH2:54][C@H:50]2[O:49][CH2:48][CH2:47]1.O, predict the reaction product. The product is: [Cl:36][C:24]1[CH:23]=[C:22]([NH:21][C:11]2[C:10]3[C:15](=[CH:16][C:17]([O:18][CH2:19][CH3:20])=[C:8]([NH:7][C:5](=[O:6])/[CH:4]=[CH:3]/[CH2:2][N:53]4[CH2:52][C@H:51]5[O:46][CH2:47][CH2:48][O:49][C@H:50]5[CH2:54]4)[CH:9]=3)[N:14]=[CH:13][N:12]=2)[CH:27]=[CH:26][C:25]=1[O:28][CH2:29][C:30]1[CH:35]=[CH:34][CH:33]=[CH:32][N:31]=1. (2) Given the reactants [NH2:1][C:2]1[C:7]2=[C:8]([C:29]3[CH:34]=[CH:33][C:32]([O:35][C:36]4[CH:41]=[CH:40][CH:39]=[CH:38][CH:37]=4)=[CH:31][CH:30]=3)[N:9]=[C:10]([CH:11]3[CH2:16][CH2:15][CH:14]([CH2:17]OS(C4C=CC(C)=CC=4)(=O)=O)[CH2:13][CH2:12]3)[N:6]2[N:5]=[CH:4][N:3]=1.[CH3:42][N:43]([CH3:47])[CH2:44][CH2:45][NH2:46], predict the reaction product. The product is: [NH2:1][C:2]1[C:7]2=[C:8]([C:29]3[CH:34]=[CH:33][C:32]([O:35][C:36]4[CH:37]=[CH:38][CH:39]=[CH:40][CH:41]=4)=[CH:31][CH:30]=3)[N:9]=[C:10]([C@H:11]3[CH2:16][CH2:15][C@H:14]([CH2:17][NH:46][CH2:45][CH2:44][N:43]([CH3:47])[CH3:42])[CH2:13][CH2:12]3)[N:6]2[N:5]=[CH:4][N:3]=1. (3) Given the reactants [F:1][CH2:2][CH2:3][N:4]1[CH:8]=[C:7]([C:9]2[CH:14]=[CH:13][C:12]([C@H:15]3[CH2:17][C@@H:16]3[C:18]([O:20][CH2:21][CH3:22])=[O:19])=[CH:11][CH:10]=2)[N:6]=[CH:5]1.[I:23]N1C(=O)CCC1=O.C(=O)(O)[O-].[Na+], predict the reaction product. The product is: [F:1][CH2:2][CH2:3][N:4]1[C:8]([I:23])=[C:7]([C:9]2[CH:14]=[CH:13][C:12]([C@H:15]3[CH2:17][C@@H:16]3[C:18]([O:20][CH2:21][CH3:22])=[O:19])=[CH:11][CH:10]=2)[N:6]=[CH:5]1. (4) Given the reactants C([O:3][C:4](=[O:22])[C:5]([C:10](=[O:21])[C:11]1[CH:16]=[C:15](F)[C:14](F)=[C:13]([F:19])[C:12]=1F)=[CH:6]OCC)C.[NH2:23][C@@H:24]([CH3:27])[CH2:25][OH:26].C(=O)([O-])[O-].[K+].[K+].[CH3:34][N:35]1[CH2:40][CH2:39][NH:38][CH2:37][CH2:36]1, predict the reaction product. The product is: [CH3:27][C@@H:24]1[N:23]2[C:16]3[C:11]([C:10]([C:5]([C:4]([OH:3])=[O:22])=[CH:6]2)=[O:21])=[CH:12][C:13]([F:19])=[C:14]([N:38]2[CH2:39][CH2:40][N:35]([CH3:34])[CH2:36][CH2:37]2)[C:15]=3[O:26][CH2:25]1. (5) The product is: [CH2:1]([N:19]1[CH:29]=[CH:28][CH:20]=[CH:22][C:23]1=[O:25])[CH2:2][CH2:3][CH2:4][CH2:5][CH2:6][CH2:7][CH2:8][CH2:9][CH2:10][CH2:11][CH2:12][CH2:13][CH2:14][CH2:15][CH2:16][CH2:17][CH3:18]. Given the reactants [CH2:1]([NH2:19])[CH2:2][CH2:3][CH2:4][CH2:5][CH2:6][CH2:7][CH2:8][CH2:9][CH2:10][CH2:11][CH2:12][CH2:13][CH2:14][CH2:15][CH2:16][CH2:17][CH3:18].[C:20]([CH2:22][C:23]([O:25]CC)=O)#N.[C:28](OCC)(=O)[CH2:29]C(C)=O.N1CCCCC1.Cl, predict the reaction product. (6) Given the reactants [N:1]1([C:5]([C:7]2[CH:8]=[C:9]([C:14]3[CH:19]=[CH:18][N:17]=[C:16]([NH:20][C:21]4[CH:26]=[CH:25][N:24]=[C:23]([CH3:27])[N:22]=4)[CH:15]=3)[CH:10]=[N:11][C:12]=2[CH3:13])=O)[CH2:4][CH2:3][CH2:2]1.P12(SP3(SP(SP(S3)(S1)=S)(=S)S2)=S)=[S:29].C([O-])(O)=O.[Na+], predict the reaction product. The product is: [N:1]1([C:5]([C:7]2[CH:8]=[C:9]([C:14]3[CH:19]=[CH:18][N:17]=[C:16]([NH:20][C:21]4[CH:26]=[CH:25][N:24]=[C:23]([CH3:27])[N:22]=4)[CH:15]=3)[CH:10]=[N:11][C:12]=2[CH3:13])=[S:29])[CH2:4][CH2:3][CH2:2]1. (7) The product is: [CH3:1][N:2]([C:17]1[CH:16]=[C:15]([C:19]2[CH:24]=[CH:23][CH:22]=[CH:21][N:20]=2)[N:14]=[C:13]([C:9]2[CH:8]=[CH:7][CH:12]=[CH:11][N:10]=2)[CH:18]=1)[CH2:3][CH2:4][OH:5]. Given the reactants [CH3:1][NH:2][CH2:3][CH2:4][OH:5].Cl[C:7]1[CH:12]=[CH:11][N:10]=[C:9]([C:13]2[CH:18]=[CH:17][CH:16]=[C:15]([C:19]3[CH:24]=[CH:23][CH:22]=[CH:21][N:20]=3)[N:14]=2)[CH:8]=1, predict the reaction product.